This data is from Forward reaction prediction with 1.9M reactions from USPTO patents (1976-2016). The task is: Predict the product of the given reaction. (1) Given the reactants [NH:1]1[CH:5]=[C:4]([CH:6]=[O:7])[CH:3]=[N:2]1.[H-].[Na+].[F:10][C:11]([F:25])([F:24])[CH2:12]OS(C1C=CC(C)=CC=1)(=O)=O, predict the reaction product. The product is: [F:10][C:11]([F:25])([F:24])[CH2:12][N:1]1[CH:5]=[C:4]([CH:6]=[O:7])[CH:3]=[N:2]1. (2) Given the reactants C([CH2:8][CH2:9][CH2:10][N:11]([CH2:21][C:22]1[CH:27]=[CH:26][CH:25]=[CH:24][CH:23]=1)[C:12]([O:14][CH2:15][C:16]1[S:20][CH:19]=[N:18][CH:17]=1)=[O:13])C1C=CC=CC=1.[CH:28]([N:31](C(C)C)CC)(C)C.Cl[C:38]([O:40][CH2:41][C:42]1[CH:47]=[CH:46][CH:45]=[CH:44][CH:43]=1)=[O:39].CCO[C:51]([CH3:53])=O.[CH2:54]1[CH2:58]O[CH2:56][CH2:55]1, predict the reaction product. The product is: [CH2:28]([N:31]([CH2:8][CH2:9][CH2:10][N:11]([CH2:21][C:22]1[CH:23]=[CH:24][CH:25]=[CH:26][CH:27]=1)[C:12]([O:14][CH2:15][C:16]1[S:20][CH:19]=[N:18][CH:17]=1)=[O:13])[C:38](=[O:39])[O:40][CH2:41][C:42]1[CH:47]=[CH:46][CH:45]=[CH:44][CH:43]=1)[C:51]1[CH:53]=[CH:58][CH:54]=[CH:55][CH:56]=1. (3) Given the reactants [Cl:1][C:2]1[CH:3]=[C:4]([NH:8][C:9]([N:11]2[CH2:16][CH2:15][C:14]3[NH:17][N:18]=[C:19]([C:20]([N:22]([OH:24])[CH3:23])=[O:21])[C:13]=3[CH2:12]2)=[O:10])[CH:5]=[CH:6][CH:7]=1.I[CH:26]1[CH2:29][N:28]([C:30]([O:32][C:33]([CH3:36])([CH3:35])[CH3:34])=[O:31])[CH2:27]1.C([O-])([O-])=O.[Cs+].[Cs+], predict the reaction product. The product is: [Cl:1][C:2]1[CH:3]=[C:4]([NH:8][C:9]([N:11]2[CH2:16][CH2:15][C:14]3[NH:17][N:18]=[C:19]([C:20]([N:22]([CH3:23])[O:24][CH:26]4[CH2:27][N:28]([C:30]([O:32][C:33]([CH3:36])([CH3:35])[CH3:34])=[O:31])[CH2:29]4)=[O:21])[C:13]=3[CH2:12]2)=[O:10])[CH:5]=[CH:6][CH:7]=1. (4) Given the reactants [C:1]([O:16][CH2:17][CH2:18][N:19]([C:38](=[O:45])[CH2:39][CH2:40][CH2:41][N:42]([CH3:44])[CH3:43])[CH2:20][CH2:21][O:22][C:23](=[O:37])[CH2:24][CH2:25][CH2:26][CH2:27][CH2:28][CH2:29][CH2:30][CH2:31][CH2:32][CH2:33][CH2:34][CH2:35][CH3:36])(=[O:15])[CH2:2][CH2:3][CH2:4][CH2:5][CH2:6][CH2:7][CH2:8][CH2:9][CH2:10][CH2:11][CH2:12][CH2:13][CH3:14].[Br:46][CH2:47][CH2:48][OH:49], predict the reaction product. The product is: [Br-:46].[C:23]([O:22][CH2:21][CH2:20][N:19]([CH2:18][CH2:17][O:16][C:1](=[O:15])[CH2:2][CH2:3][CH2:4][CH2:5][CH2:6][CH2:7][CH2:8]/[CH:9]=[CH:10]\[CH2:11][CH2:12][CH2:13][CH2:14][CH2:5][CH2:6][CH2:7][CH3:8])[C:38](=[O:45])[CH2:39][CH2:40][CH2:41][N+:42]([CH2:47][CH2:48][OH:49])([CH3:43])[CH3:44])(=[O:37])[CH2:24][CH2:25][CH2:26][CH2:27][CH2:28][CH2:29][CH2:30]/[CH:31]=[CH:32]\[CH2:33][CH2:34][CH2:35][CH2:36][CH2:1][CH2:2][CH2:3][CH3:4]. (5) Given the reactants [NH3:1].[CH3:2][O:3][C:4]1[CH:16]=[CH:15][C:7]2[NH:8][C:9]([C:11](Cl)(Cl)Cl)=[N:10][C:6]=2[C:5]=1[C:17]([O:19][CH3:20])=[O:18], predict the reaction product. The product is: [C:11]([C:9]1[NH:8][C:7]2[CH:15]=[CH:16][C:4]([O:3][CH3:2])=[C:5]([C:17]([O:19][CH3:20])=[O:18])[C:6]=2[N:10]=1)#[N:1].